Task: Binary Classification. Given a T-cell receptor sequence (or CDR3 region) and an epitope sequence, predict whether binding occurs between them.. Dataset: TCR-epitope binding with 47,182 pairs between 192 epitopes and 23,139 TCRs (1) The epitope is GLCTLVAML. The TCR CDR3 sequence is CSVDLANTEAFF. Result: 1 (the TCR binds to the epitope). (2) Result: 0 (the TCR does not bind to the epitope). The epitope is RTLNAWVKV. The TCR CDR3 sequence is CSAEPRELRGAEAFF. (3) The epitope is HPKVSSEVHI. The TCR CDR3 sequence is CASSSFRDGGTDTQYF. Result: 1 (the TCR binds to the epitope). (4) The epitope is PROT_97E67BCC. The TCR CDR3 sequence is CASSHMASGGDTQYF. Result: 1 (the TCR binds to the epitope). (5) The TCR CDR3 sequence is CGSTGRWRNQPQHF. The epitope is KLWAQCVQL. Result: 1 (the TCR binds to the epitope). (6) The epitope is MLNIPSINV. The TCR CDR3 sequence is CSARDNYEQYF. Result: 0 (the TCR does not bind to the epitope). (7) The epitope is QECVRGTTVL. The TCR CDR3 sequence is CASSLGQLEQYF. Result: 0 (the TCR does not bind to the epitope). (8) The epitope is RLRAEAQVK. The TCR CDR3 sequence is CASSQHTVPGQGFPYEQYF. Result: 1 (the TCR binds to the epitope). (9) The TCR CDR3 sequence is CASSPGQGGSTEAFF. The epitope is FIAGLIAIV. Result: 1 (the TCR binds to the epitope). (10) The epitope is GTSGSPIVNR. The TCR CDR3 sequence is CASSLGAPEAFF. Result: 1 (the TCR binds to the epitope).